This data is from Full USPTO retrosynthesis dataset with 1.9M reactions from patents (1976-2016). The task is: Predict the reactants needed to synthesize the given product. Given the product [CH3:19][N:18]([CH2:17][CH:14]1[CH2:15][CH2:16]/[C:11](=[CH:10]/[C:6]2[CH:5]=[C:4]([CH:9]=[CH:8][CH:7]=2)[C:3]([OH:30])=[O:2])/[CH:12]=[C:13]1[C:21]1[CH:26]=[CH:25][CH:24]=[C:23]([O:27][CH3:28])[CH:22]=1)[CH3:20], predict the reactants needed to synthesize it. The reactants are: C[O:2][C:3](=[O:30])[C:4]1[CH:9]=[CH:8][CH:7]=[C:6](/[CH:10]=[C:11]2\[C:12](C)=[C:13]([C:21]3[CH:26]=[CH:25][CH:24]=[C:23]([O:27][CH3:28])[CH:22]=3)[CH:14]([CH2:17][N:18]([CH3:20])[CH3:19])[CH2:15][CH2:16]\2)[CH:5]=1.[OH-].[K+].Cl.